Dataset: Reaction yield outcomes from USPTO patents with 853,638 reactions. Task: Predict the reaction yield, written as a fraction of the theoretical maximum amount of product (1.0 means a 100% yield; for example, 0.34 means a 34% yield). (1) The reactants are [Cl:1][C:2]1[C:21]([Cl:22])=[CH:20][C:5]2[N:6]=[C:7]([C:9]3[CH:14]=[CH:13][C:12]([C:15](O)=[O:16])=[CH:11][C:10]=3[O:18][CH3:19])[NH:8][C:4]=2[CH:3]=1.Cl.CN(C)CCCN=C=NCC.[CH3:35][N:36]1[C:41]([CH3:43])([CH3:42])[CH2:40][CH:39]([NH2:44])[CH2:38][C:37]1([CH3:46])[CH3:45]. The catalyst is CN(C=O)C.C1COCC1.C1COCC1. The product is [Cl:1][C:2]1[C:21]([Cl:22])=[CH:20][C:5]2[N:6]=[C:7]([C:9]3[CH:14]=[CH:13][C:12]([C:15]([NH:44][CH:39]4[CH2:38][C:37]([CH3:45])([CH3:46])[N:36]([CH3:35])[C:41]([CH3:43])([CH3:42])[CH2:40]4)=[O:16])=[CH:11][C:10]=3[O:18][CH3:19])[NH:8][C:4]=2[CH:3]=1. The yield is 0.476. (2) The reactants are [CH:1]1([CH:4]([C:18]2[CH:23]=[CH:22][CH:21]=[CH:20][CH:19]=2)[NH:5][C:6]([C:8]2[CH:9]=[C:10]3[C:14](=[CH:15][CH:16]=2)[NH:13][N:12]=[C:11]3I)=[O:7])[CH2:3][CH2:2]1.[CH3:24][O:25][C:26]1[CH:40]=[C:39](B2OC(C)(C)C(C)(C)O2)[CH:38]=[CH:37][C:27]=1[O:28][CH:29]1[CH2:34][CH2:33][N:32]([CH:35]=[O:36])[CH2:31][CH2:30]1.C([O-])([O-])=O.[Na+].[Na+]. The catalyst is C1C=CC([P]([Pd]([P](C2C=CC=CC=2)(C2C=CC=CC=2)C2C=CC=CC=2)([P](C2C=CC=CC=2)(C2C=CC=CC=2)C2C=CC=CC=2)[P](C2C=CC=CC=2)(C2C=CC=CC=2)C2C=CC=CC=2)(C2C=CC=CC=2)C2C=CC=CC=2)=CC=1.C1(C)C=CC=CC=1.CCO. The product is [CH:1]1([CH:4]([C:18]2[CH:23]=[CH:22][CH:21]=[CH:20][CH:19]=2)[NH:5][C:6]([C:8]2[CH:9]=[C:10]3[C:14](=[CH:15][CH:16]=2)[NH:13][N:12]=[C:11]3[C:39]2[CH:38]=[CH:37][C:27]([O:28][CH:29]3[CH2:34][CH2:33][N:32]([CH:35]=[O:36])[CH2:31][CH2:30]3)=[C:26]([O:25][CH3:24])[CH:40]=2)=[O:7])[CH2:3][CH2:2]1. The yield is 0.200. (3) The product is [Cl:12][C:13]1[N:14]=[C:15]([O:10][CH:7]2[CH2:8][CH2:9][C:4]([CH3:3])([OH:11])[CH2:5][CH2:6]2)[C:16]2[C:21]([I:22])=[CH:20][N:19]([CH2:23][O:24][CH2:25][CH2:26][Si:27]([CH3:30])([CH3:29])[CH3:28])[C:17]=2[N:18]=1. The reactants are [H-].[Na+].[CH3:3][C:4]1([OH:11])[CH2:9][CH2:8][CH:7]([OH:10])[CH2:6][CH2:5]1.[Cl:12][C:13]1[N:14]=[C:15](Cl)[C:16]2[C:21]([I:22])=[CH:20][N:19]([CH2:23][O:24][CH2:25][CH2:26][Si:27]([CH3:30])([CH3:29])[CH3:28])[C:17]=2[N:18]=1. The yield is 0.780. The catalyst is C1COCC1.